This data is from Reaction yield outcomes from USPTO patents with 853,638 reactions. The task is: Predict the reaction yield, written as a fraction of the theoretical maximum amount of product (1.0 means a 100% yield; for example, 0.34 means a 34% yield). The product is [C:46]([O:45][C:44](=[O:50])[NH:43][CH2:42][CH2:41][CH2:40][NH:54][CH:55]([C:59]1[N:60]([CH2:70][C:71]2[CH:72]=[CH:73][CH:74]=[CH:75][CH:76]=2)[C:61](=[O:69])[C:62]2[C:67]([CH3:68])=[N:66][S:65][C:63]=2[N:64]=1)[CH:56]([CH3:58])[CH3:57])([CH3:47])([CH3:48])[CH3:49]. The yield is 0.920. The catalyst is C1COCC1.C(O)(=O)C.C1(C)C=CC=CC=1.O. The reactants are C(OC(OCC)CCN)C.C(OC(OC(OC(C)(C)C)=O)=O)(C)(C)C.C1(C)C=CC(S(O)(=O)=O)=CC=1.C(O[CH:40](OCC)[CH2:41][CH2:42][NH:43][C:44](=[O:50])[O:45][C:46]([CH3:49])([CH3:48])[CH3:47])C.[NH2:54][CH:55]([C:59]1[N:60]([CH2:70][C:71]2[CH:76]=[CH:75][CH:74]=[CH:73][CH:72]=2)[C:61](=[O:69])[C:62]2[C:67]([CH3:68])=[N:66][S:65][C:63]=2[N:64]=1)[CH:56]([CH3:58])[CH3:57].C(O[BH3-])(=O)C.[Na+].